From a dataset of Forward reaction prediction with 1.9M reactions from USPTO patents (1976-2016). Predict the product of the given reaction. (1) The product is: [C:20]([C:19]1[CH:22]=[C:23]([C:26]2[O:30][N:29]=[C:28]([C:31]3[C:32]([CH3:41])=[C:33]4[C:38](=[CH:39][CH:40]=3)[CH2:37][N:36]([CH2:2][C:3]([O:5][CH3:6])=[O:4])[CH2:35][CH2:34]4)[N:27]=2)[CH:24]=[CH:25][C:18]=1[O:17][CH:15]([CH3:16])[CH3:14])#[N:21]. Given the reactants Br[CH2:2][C:3]([O:5][CH3:6])=[O:4].FC(F)(F)C(O)=O.[CH3:14][CH:15]([O:17][C:18]1[CH:25]=[CH:24][C:23]([C:26]2[O:30][N:29]=[C:28]([C:31]3[C:32]([CH3:41])=[C:33]4[C:38](=[CH:39][CH:40]=3)[CH2:37][NH:36][CH2:35][CH2:34]4)[N:27]=2)=[CH:22][C:19]=1[C:20]#[N:21])[CH3:16].C(=O)([O-])[O-].[K+].[K+], predict the reaction product. (2) Given the reactants [CH3:1][CH:2]1[NH:7][CH2:6][C:5]2[N:8]=[N:9][N:10]([C:11]3[CH:16]=[CH:15][CH:14]=[CH:13][N:12]=3)[C:4]=2[CH2:3]1.[Cl:17][C:18]1[C:26]([Cl:27])=[CH:25][CH:24]=[CH:23][C:19]=1[C:20](O)=[O:21], predict the reaction product. The product is: [Cl:17][C:18]1[C:26]([Cl:27])=[CH:25][CH:24]=[CH:23][C:19]=1[C:20]([N:7]1[CH:2]([CH3:1])[CH2:3][C:4]2[N:10]([C:11]3[CH:16]=[CH:15][CH:14]=[CH:13][N:12]=3)[N:9]=[N:8][C:5]=2[CH2:6]1)=[O:21]. (3) Given the reactants [Br:1][C:2]1[CH:6]=[CH:5][S:4][C:3]=1[C:7](=O)[CH3:8].[C:10]1([C:16](=[N:23][NH2:24])[C:17]2[CH:22]=[CH:21][CH:20]=[CH:19][CH:18]=2)[CH:15]=[CH:14][CH:13]=[CH:12][CH:11]=1, predict the reaction product. The product is: [Br:1][C:2]1[CH:6]=[CH:5][S:4][C:3]=1/[C:7](=[N:24]/[N:23]=[C:16]([C:10]1[CH:15]=[CH:14][CH:13]=[CH:12][CH:11]=1)[C:17]1[CH:22]=[CH:21][CH:20]=[CH:19][CH:18]=1)/[CH3:8]. (4) Given the reactants [NH2:1][C:2]1[CH:7]=[C:6]([Br:8])[CH:5]=[CH:4][C:3]=1[OH:9].N1C=CC=CC=1.[F:16][C:17]([F:28])([F:27])[C:18]1[CH:26]=[CH:25][C:21]([C:22](Cl)=[O:23])=[CH:20][CH:19]=1, predict the reaction product. The product is: [Br:8][C:6]1[CH:5]=[CH:4][C:3]([OH:9])=[C:2]([NH:1][C:22](=[O:23])[C:21]2[CH:25]=[CH:26][C:18]([C:17]([F:16])([F:27])[F:28])=[CH:19][CH:20]=2)[CH:7]=1.